From a dataset of Full USPTO retrosynthesis dataset with 1.9M reactions from patents (1976-2016). Predict the reactants needed to synthesize the given product. (1) Given the product [C:1]([C:4]1[C:9]([C:10]2[CH:15]=[CH:14][CH:13]=[CH:12][CH:11]=2)=[N:8][N:7]([CH2:16][CH3:17])[C:6](=[O:18])[C:5]=1[NH:19][C:23]1[N:28]=[CH:27][CH:26]=[CH:25][N:24]=1)(=[O:3])[CH3:2], predict the reactants needed to synthesize it. The reactants are: [C:1]([C:4]1[C:9]([C:10]2[CH:15]=[CH:14][CH:13]=[CH:12][CH:11]=2)=[N:8][N:7]([CH2:16][CH3:17])[C:6](=[O:18])[C:5]=1[N+:19]([O-])=O)(=[O:3])[CH3:2].N[C:23]1[N:28]=[CH:27][CH:26]=[CH:25][N:24]=1. (2) Given the product [O:19]=[C:7]1[N:8]([C:9]2[CH:14]=[CH:13][CH:12]=[C:11]([C:15]([F:16])([F:17])[F:18])[CH:10]=2)[C:3]2[CH2:2][N:39]([C:33]3[CH:38]=[CH:37][CH:36]=[CH:35][CH:34]=3)[NH:40][C:28](=[O:29])[C:4]=2[C@@H:5]([C:20]2[CH:21]=[CH:22][C:23]([C:26]#[N:27])=[CH:24][CH:25]=2)[NH:6]1, predict the reactants needed to synthesize it. The reactants are: Br[CH2:2][C:3]1[N:8]([C:9]2[CH:14]=[CH:13][CH:12]=[C:11]([C:15]([F:18])([F:17])[F:16])[CH:10]=2)[C:7](=[O:19])[NH:6][C@H:5]([C:20]2[CH:25]=[CH:24][C:23]([C:26]#[N:27])=[CH:22][CH:21]=2)[C:4]=1[C:28](OCC)=[O:29].[C:33]1([NH:39][NH2:40])[CH:38]=[CH:37][CH:36]=[CH:35][CH:34]=1. (3) The reactants are: [CH2:1]([O:5][C:6](=[O:36])[NH:7][C:8]1[CH:13]=[CH:12][C:11]([C:14]2[CH:15]=[N:16][C:17]3[N:18]([N:21]=[CH:22][C:23]=3[C:24]3[CH:29]=[CH:28][CH:27]=[C:26]([N:30]4[CH2:35][CH2:34][NH:33][CH2:32][CH2:31]4)[CH:25]=3)[C:19]=2[NH2:20])=[CH:10][CH:9]=1)[CH2:2][CH2:3][CH3:4].[CH2:37](Br)[CH3:38].O. Given the product [CH2:1]([O:5][C:6](=[O:36])[NH:7][C:8]1[CH:13]=[CH:12][C:11]([C:14]2[CH:15]=[N:16][C:17]3[N:18]([N:21]=[CH:22][C:23]=3[C:24]3[CH:29]=[CH:28][CH:27]=[C:26]([N:30]4[CH2:35][CH2:34][N:33]([CH2:37][CH3:38])[CH2:32][CH2:31]4)[CH:25]=3)[C:19]=2[NH2:20])=[CH:10][CH:9]=1)[CH2:2][CH2:3][CH3:4], predict the reactants needed to synthesize it. (4) Given the product [OH:1][C@H:2]([C@@:10]1([CH3:26])[O:15][CH2:14][CH2:13][NH:12][C:11]1=[O:25])[C:3]([O:5][C:6]([CH3:9])([CH3:7])[CH3:8])=[O:4], predict the reactants needed to synthesize it. The reactants are: [OH:1][C@H:2]([C@@:10]1([CH3:26])[O:15][CH2:14][CH2:13][N:12](CC2C=CC(OC)=CC=2)[C:11]1=[O:25])[C:3]([O:5][C:6]([CH3:9])([CH3:8])[CH3:7])=[O:4].C(=O)(O)[O-]. (5) Given the product [F:30][C:31]1[CH:32]=[CH:33][C:34]([O:39][CH3:40])=[C:35]([CH:36]=[CH:8][CH:7]2[O:2][CH2:6][CH2:5][O:4][CH2:3]2)[CH:38]=1, predict the reactants needed to synthesize it. The reactants are: [Br-].[O:2]1[CH2:6][CH2:5][O:4][CH:3]1[CH2:7][CH2:8][P+](C1C=CC=CC=1)(C1C=CC=CC=1)C1C=CC=CC=1.[H-].[Na+].[F:30][C:31]1[CH:32]=[CH:33][C:34]([O:39][CH3:40])=[C:35]([CH:38]=1)[CH:36]=O.[Cl-].[NH4+]. (6) Given the product [CH:33]1([NH:38][C:28]([C:23]2[CH:24]=[N:25][C:26]3[C:21]([CH:22]=2)=[CH:20][CH:19]=[C:18]([NH:17][C:15]([C:10]2[C:9]([C:6]4[CH:7]=[CH:8][C:3]([C:2]([F:32])([F:1])[F:31])=[CH:4][CH:5]=4)=[CH:14][CH:13]=[CH:12][CH:11]=2)=[O:16])[CH:27]=3)=[O:30])[CH2:37][CH2:36][CH2:35][CH2:34]1, predict the reactants needed to synthesize it. The reactants are: [F:1][C:2]([F:32])([F:31])[C:3]1[CH:8]=[CH:7][C:6]([C:9]2[C:10]([C:15]([NH:17][C:18]3[CH:27]=[C:26]4[C:21]([CH:22]=[C:23]([C:28]([OH:30])=O)[CH:24]=[N:25]4)=[CH:20][CH:19]=3)=[O:16])=[CH:11][CH:12]=[CH:13][CH:14]=2)=[CH:5][CH:4]=1.[CH:33]1([NH2:38])[CH2:37][CH2:36][CH2:35][CH2:34]1.Cl.CN(C)CCCN=C=NCC.ON1C2C=CC=CC=2N=N1.C(N(CC)CC)C. (7) Given the product [CH3:11][O:12][C:13]([C:15]1([CH:30]2[CH2:34][CH2:33][CH2:32][CH2:31]2)[CH2:19][C:18](=[O:20])[N:17]([C:21]2[C:26]([CH3:27])=[CH:25][CH:24]=[CH:23][C:22]=2[CH3:28])[CH2:16]1)=[O:14], predict the reactants needed to synthesize it. The reactants are: [Li+].C[Si]([N-][Si](C)(C)C)(C)C.[CH3:11][O:12][C:13]([CH:15]1[CH2:19][C:18](=[O:20])[N:17]([C:21]2[C:26]([CH3:27])=[CH:25][CH:24]=[CH:23][C:22]=2[CH3:28])[CH2:16]1)=[O:14].I[CH:30]1[CH2:34][CH2:33][CH2:32][CH2:31]1.[NH4+].[Cl-].